This data is from Catalyst prediction with 721,799 reactions and 888 catalyst types from USPTO. The task is: Predict which catalyst facilitates the given reaction. (1) Product: [CH2:1]([N:3]1[C:12]2[C:7](=[CH:8][C:9]3[O:16][CH2:15][CH2:14][O:13][C:10]=3[CH:11]=2)[C:6]([C:17]2[CH:18]=[CH:19][CH:20]=[CH:21][CH:22]=2)=[N:5][C:4]1=[S:23])[CH3:2]. The catalyst class is: 703. Reactant: [CH2:1]([N:3]1[C:12]2[C:7](=[CH:8][C:9]3[O:16][CH2:15][CH2:14][O:13][C:10]=3[CH:11]=2)[CH:6]([C:17]2[CH:22]=[CH:21][CH:20]=[CH:19][CH:18]=2)[NH:5][C:4]1=[S:23])[CH3:2]. (2) Reactant: [CH3:1][N:2]1[C:6]([C:7]2[CH:8]=[C:9]([C:12]([OH:14])=O)[S:10][CH:11]=2)=[CH:5][CH:4]=[N:3]1.[NH2:15][C@@H:16]([CH2:29][C:30]1[CH:35]=[CH:34][C:33]([Cl:36])=[C:32]([Cl:37])[CH:31]=1)[CH2:17][N:18]1[C:26](=[O:27])[C:25]2[C:20](=[CH:21][CH:22]=[CH:23][CH:24]=2)[C:19]1=[O:28].CC(OC(N[C@H](C(O)=O)CC1C=CC=CC=1C(F)(F)F)=O)(C)C.C1CN([P+](Br)(N2CCCC2)N2CCCC2)CC1.F[P-](F)(F)(F)(F)F.CCN(C(C)C)C(C)C. Product: [Cl:37][C:32]1[CH:31]=[C:30]([CH2:29][C@H:16]([NH:15][C:12]([C:9]2[S:10][CH:11]=[C:7]([C:6]3[N:2]([CH3:1])[N:3]=[CH:4][CH:5]=3)[CH:8]=2)=[O:14])[CH2:17][N:18]2[C:26](=[O:27])[C:25]3[C:20](=[CH:21][CH:22]=[CH:23][CH:24]=3)[C:19]2=[O:28])[CH:35]=[CH:34][C:33]=1[Cl:36]. The catalyst class is: 22. (3) Reactant: [CH2:1]([O:3][C:4](=[O:20])[C:5]1[CH:17]=[C:16]([CH:18]=[O:19])[CH:15]=[C:7]([C:8]([N:10]([CH3:14])[CH2:11][CH2:12][CH3:13])=[O:9])[CH:6]=1)[CH3:2].[CH3:21][Mg]Br. Product: [CH2:1]([O:3][C:4](=[O:20])[C:5]1[CH:17]=[C:16]([CH:18]([OH:19])[CH3:21])[CH:15]=[C:7]([C:8]([N:10]([CH3:14])[CH2:11][CH2:12][CH3:13])=[O:9])[CH:6]=1)[CH3:2]. The catalyst class is: 1. (4) Reactant: [CH3:1][N:2]([CH3:21])[C:3]1[CH:8]=[CH:7][C:6]([C:9]2[C:17]3[C:12](=[CH:13][CH:14]=[C:15]([C:18]([NH2:20])=O)[CH:16]=3)[NH:11][N:10]=2)=[CH:5][CH:4]=1.COC(OC)[N:25]([CH3:27])C.[NH2:30]N. Product: [NH:30]1[C:18]([C:15]2[CH:16]=[C:17]3[C:12](=[CH:13][CH:14]=2)[NH:11][N:10]=[C:9]3[C:6]2[CH:7]=[CH:8][C:3]([N:2]([CH3:21])[CH3:1])=[CH:4][CH:5]=2)=[N:20][CH:27]=[N:25]1. The catalyst class is: 15.